This data is from Merck oncology drug combination screen with 23,052 pairs across 39 cell lines. The task is: Regression. Given two drug SMILES strings and cell line genomic features, predict the synergy score measuring deviation from expected non-interaction effect. Drug 1: COC12C(COC(N)=O)C3=C(C(=O)C(C)=C(N)C3=O)N1CC1NC12. Drug 2: Cn1c(=O)n(-c2ccc(C(C)(C)C#N)cc2)c2c3cc(-c4cnc5ccccc5c4)ccc3ncc21. Cell line: NCIH460. Synergy scores: synergy=28.3.